From a dataset of Forward reaction prediction with 1.9M reactions from USPTO patents (1976-2016). Predict the product of the given reaction. (1) The product is: [CH3:26][O:25][C:23](=[O:24])/[CH:22]=[CH:21]/[C:16]1[CH:17]=[CH:18][CH:19]=[CH:20][C:15]=1[NH:14][C:12]([C:11]1[CH:10]=[C:9]([CH2:8][CH2:7][C:6]([OH:30])=[O:5])[CH:29]=[CH:28][CH:27]=1)=[O:13]. Given the reactants C([O:5][C:6](=[O:30])[CH2:7][CH2:8][C:9]1[CH:10]=[C:11]([CH:27]=[CH:28][CH:29]=1)[C:12]([NH:14][C:15]1[CH:20]=[CH:19][CH:18]=[CH:17][C:16]=1/[CH:21]=[CH:22]/[C:23]([O:25][CH3:26])=[O:24])=[O:13])(C)(C)C.FC(F)(F)C(O)=O, predict the reaction product. (2) Given the reactants [Cl:1][C:2]1[CH:42]=[CH:41][C:5]2[S:6][CH:7]=[C:8]([C:9]([N:11]([CH2:26][C:27]3[CH:40]=[CH:39][C:30](C(NCCC(O)=O)=O)=[CH:29][CH:28]=3)[CH2:12][CH:13]([C:20]3[CH:25]=[CH:24][CH:23]=[CH:22][CH:21]=3)[C:14]3[CH:19]=[CH:18][CH:17]=[CH:16][CH:15]=3)=[O:10])[C:4]=2[CH:3]=1.[C:43]([OH:49])([C:45](F)(F)F)=[O:44], predict the reaction product. The product is: [Cl:1][C:2]1[CH:42]=[CH:41][C:5]2[S:6][CH:7]=[C:8]([C:9]([N:11]([CH2:26][C:27]3[CH:28]=[C:29]([CH:30]=[CH:39][CH:40]=3)[C:9]([NH:11][CH2:12][CH2:45][C:43]([OH:49])=[O:44])=[O:10])[CH2:12][CH:13]([C:20]3[CH:21]=[CH:22][CH:23]=[CH:24][CH:25]=3)[C:14]3[CH:19]=[CH:18][CH:17]=[CH:16][CH:15]=3)=[O:10])[C:4]=2[CH:3]=1. (3) Given the reactants O.Cl.[O:3]=[C:4]1[CH2:9][CH2:8][NH:7][CH2:6][CH2:5]1.Br[CH2:11][CH2:12][C:13]([O:15][CH3:16])=[O:14].C([O-])([O-])=O.[K+].[K+].CCN(CC)CC, predict the reaction product. The product is: [O:3]=[C:4]1[CH2:9][CH2:8][N:7]([CH2:11][CH2:12][C:13]([O:15][CH3:16])=[O:14])[CH2:6][CH2:5]1. (4) Given the reactants [CH3:1][O:2][C:3](=[O:12])[CH2:4][C:5]1[CH:10]=[CH:9][C:8]([OH:11])=[CH:7][CH:6]=1.C(=O)([O-])[O-].[K+].[K+].[CH2:19](Cl)[C:20]1[CH:25]=[CH:24][CH:23]=[CH:22][CH:21]=1.O, predict the reaction product. The product is: [CH3:1][O:2][C:3](=[O:12])[CH2:4][C:5]1[CH:10]=[CH:9][C:8]([O:11][CH2:19][C:20]2[CH:25]=[CH:24][CH:23]=[CH:22][CH:21]=2)=[CH:7][CH:6]=1. (5) Given the reactants [CH3:1][O:2][C:3](=[O:12])[C:4]1[CH:9]=[CH:8][CH:7]=[C:6]([CH2:10]Br)[CH:5]=1.[C-:13]#[N:14].[Na+].O, predict the reaction product. The product is: [C:13]([CH2:10][C:6]1[CH:5]=[C:4]([CH:9]=[CH:8][CH:7]=1)[C:3]([O:2][CH3:1])=[O:12])#[N:14]. (6) Given the reactants [CH2:1]([O:5][C:6]1[N:11]=[CH:10][N:9]=[C:8]([C:12](=O)[C:13]2[CH:18]=[CH:17][CH:16]=[CH:15][CH:14]=2)[CH:7]=1)[C:2]#[C:3][CH3:4].Cl.[CH3:21][O:22][NH2:23].Cl, predict the reaction product. The product is: [CH3:21][O:22][N:23]=[C:12]([C:13]1[CH:18]=[CH:17][CH:16]=[CH:15][CH:14]=1)[C:8]1[CH:7]=[C:6]([O:5][CH2:1][C:2]#[C:3][CH3:4])[N:11]=[CH:10][N:9]=1. (7) Given the reactants [CH:1]1([Mg]Br)[CH2:5][CH2:4][CH2:3][CH2:2]1.Cl[C:9]1[N:17]=[C:16]2[C:12]([N:13]=[CH:14][N:15]2[CH2:18][C:19]2[CH:24]=[CH:23][C:22]([O:25][CH3:26])=[CH:21][CH:20]=2)=[C:11]([C:27]2[O:28][CH:29]=[CH:30][CH:31]=2)[N:10]=1, predict the reaction product. The product is: [C:1]1([C:9]2[N:17]=[C:16]3[C:12]([N:13]=[CH:14][N:15]3[CH2:18][C:19]3[CH:20]=[CH:21][C:22]([O:25][CH3:26])=[CH:23][CH:24]=3)=[C:11]([C:27]3[O:28][CH:29]=[CH:30][CH:31]=3)[N:10]=2)[CH2:5][CH2:4][CH2:3][CH:2]=1. (8) Given the reactants ClC1C=CC2N3C=CC=C3[C@@H](CCN3C=C(CO)N=N3)O[C@H](C3C=CC=C(OC)C=3OC)C=2C=1.[Cl:35][C:36]1[CH:37]=[CH:38][C:39]2[N:45]3[CH:46]=[CH:47][CH:48]=[C:44]3[C@@H:43]([CH2:49][CH2:50][N:51]3[CH:55]=[CH:54][C:53]([C:56](OCC)=[O:57])=[N:52]3)[O:42][C@H:41]([C:61]3[CH:66]=[CH:65][CH:64]=[C:63]([O:67][CH3:68])[C:62]=3[O:69][CH3:70])[C:40]=2[CH:71]=1.[H-].[Al+3].[Li+].[H-].[H-].[H-], predict the reaction product. The product is: [Cl:35][C:36]1[CH:37]=[CH:38][C:39]2[N:45]3[CH:46]=[CH:47][CH:48]=[C:44]3[C@@H:43]([CH2:49][CH2:50][N:51]3[CH:55]=[CH:54][C:53]([CH2:56][OH:57])=[N:52]3)[O:42][C@H:41]([C:61]3[CH:66]=[CH:65][CH:64]=[C:63]([O:67][CH3:68])[C:62]=3[O:69][CH3:70])[C:40]=2[CH:71]=1.